This data is from Full USPTO retrosynthesis dataset with 1.9M reactions from patents (1976-2016). The task is: Predict the reactants needed to synthesize the given product. (1) Given the product [Cl:1][C:2]1[CH:7]=[CH:6][C:5]([C@@H:8]2[CH2:9][NH:10][C:14](=[O:15])[C@H:13]2[C:18]([O:20][CH3:21])=[O:19])=[CH:4][CH:3]=1, predict the reactants needed to synthesize it. The reactants are: [Cl:1][C:2]1[CH:7]=[CH:6][C:5]([C@@H:8]([CH:13]([C:18]([O:20][CH3:21])=[O:19])[C:14](OC)=[O:15])[CH2:9][N+:10]([O-])=O)=[CH:4][CH:3]=1. (2) Given the product [F:17][C:18]([F:26])([CH3:25])[C:19]([C:7]1[CH:12]=[CH:11][CH:10]=[C:9]([C:13]([F:16])([F:15])[F:14])[CH:8]=1)=[O:20], predict the reactants needed to synthesize it. The reactants are: CC([Mg]Cl)C.I[C:7]1[CH:12]=[CH:11][CH:10]=[C:9]([C:13]([F:16])([F:15])[F:14])[CH:8]=1.[F:17][C:18]([F:26])([CH3:25])[C:19](N(OC)C)=[O:20]. (3) Given the product [CH2:1]([O:3][P:4]([C:9]([C:35]#[N:36])([CH3:37])[CH2:10][C:11]([CH3:34])=[CH:12][CH2:13][C:14]1[C:15]([O:27][CH2:28][CH2:29][Si:30]([CH3:31])([CH3:32])[CH3:33])=[C:16]2[C:20](=[C:21]([CH3:25])[C:22]=1[O:23][CH3:24])[CH2:19][O:18][C:17]2=[O:26])(=[O:8])[O:5][CH2:6][CH3:7])[CH3:2], predict the reactants needed to synthesize it. The reactants are: [CH2:1]([O:3][P:4]([CH:9]([C:35]#[N:36])[CH2:10][C:11]([CH3:34])=[CH:12][CH2:13][C:14]1[C:15]([O:27][CH2:28][CH2:29][Si:30]([CH3:33])([CH3:32])[CH3:31])=[C:16]2[C:20](=[C:21]([CH3:25])[C:22]=1[O:23][CH3:24])[CH2:19][O:18][C:17]2=[O:26])(=[O:8])[O:5][CH2:6][CH3:7])[CH3:2].[CH3:37][Si]([N-][Si](C)(C)C)(C)C.[Na+].IC. (4) Given the product [CH2:1]([O:3][C:4]([C:6]1[C:10]2[N:11]=[CH:12][N:13]=[C:14]([C:21]3[CH:22]=[CH:23][C:18]([O:17][CH3:16])=[CH:19][C:20]=3[O:33][CH2:34][CH2:35][O:36][CH3:37])[C:9]=2[NH:8][CH:7]=1)=[O:5])[CH3:2], predict the reactants needed to synthesize it. The reactants are: [CH2:1]([O:3][C:4]([C:6]1[C:10]2[N:11]=[CH:12][N:13]=[C:14](Cl)[C:9]=2[NH:8][CH:7]=1)=[O:5])[CH3:2].[CH3:16][O:17][C:18]1[CH:23]=[CH:22][C:21](B2OC(C)(C)C(C)(C)O2)=[C:20]([O:33][CH2:34][CH2:35][O:36][CH3:37])[CH:19]=1. (5) Given the product [CH2:1]([O:3][C:4](=[O:24])[CH2:5][C:6]1[CH:11]=[CH:10][C:9]([O:12][CH3:13])=[C:8]([O:14][C:15]2[CH:20]=[CH:19][C:18]([Cl:21])=[CH:17][C:16]=2[CH2:22][S:32][CH2:25][C:26]2[CH:31]=[CH:30][CH:29]=[CH:28][CH:27]=2)[CH:7]=1)[CH3:2], predict the reactants needed to synthesize it. The reactants are: [CH2:1]([O:3][C:4](=[O:24])[CH2:5][C:6]1[CH:11]=[CH:10][C:9]([O:12][CH3:13])=[C:8]([O:14][C:15]2[CH:20]=[CH:19][C:18]([Cl:21])=[CH:17][C:16]=2[CH2:22]Br)[CH:7]=1)[CH3:2].[CH2:25]([SH:32])[C:26]1[CH:31]=[CH:30][CH:29]=[CH:28][CH:27]=1.[H-].[Na+]. (6) Given the product [CH2:56]([N:52]1[CH2:53][CH2:54][CH2:55][CH:51]1[CH2:50][NH:49][CH2:1][C@:3]12[CH2:41][CH2:40][C@@H:39]([C:42]([CH3:44])=[CH2:43])[C@@H:4]1[C@@H:5]1[C@@:18]([CH3:21])([CH2:19][CH2:20]2)[C@@:17]2([CH3:22])[C@@H:8]([C@:9]3([CH3:38])[C@@H:14]([CH2:15][CH2:16]2)[C:13]([CH3:23])([CH3:24])[C:12]([C:25]2[CH:26]=[CH:27][C:28]([C:29]([O:31][C:32]([CH3:33])([CH3:34])[CH3:35])=[O:30])=[CH:36][CH:37]=2)=[CH:11][CH2:10]3)[CH2:7][CH2:6]1)[CH3:57], predict the reactants needed to synthesize it. The reactants are: [CH:1]([C@:3]12[CH2:41][CH2:40][C@@H:39]([C:42]([CH3:44])=[CH2:43])[C@@H:4]1[C@@H:5]1[C@@:18]([CH3:21])([CH2:19][CH2:20]2)[C@@:17]2([CH3:22])[C@@H:8]([C@:9]3([CH3:38])[C@@H:14]([CH2:15][CH2:16]2)[C:13]([CH3:24])([CH3:23])[C:12]([C:25]2[CH:37]=[CH:36][C:28]([C:29]([O:31][C:32]([CH3:35])([CH3:34])[CH3:33])=[O:30])=[CH:27][CH:26]=2)=[CH:11][CH2:10]3)[CH2:7][CH2:6]1)=O.C(O)(=O)C.[NH2:49][CH2:50][CH:51]1[CH2:55][CH2:54][CH2:53][N:52]1[CH2:56][CH3:57].C(O[BH-](OC(=O)C)OC(=O)C)(=O)C.[Na+]. (7) Given the product [Cl:1][C:2]1[CH:3]=[CH:4][C:5]([N:15]2[CH:19]=[C:18]([Cl:20])[N:17]=[N:16]2)=[C:6]([C:8]2[N:13]=[CH:12][N:11]([C@@H:70]3[C:69]4[CH:85]=[C:65]([CH:66]=[CH:67][N:68]=4)[C:64]4[N:63]([CH2:86][O:87][CH2:88][CH2:89][Si:90]([CH3:92])([CH3:91])[CH3:93])[N:62]=[CH:61][C:60]=4[NH:59][C:58](=[O:94])[C@H:57]([CH3:56])[CH2:73][CH2:72][CH2:71]3)[C:10](=[O:14])[CH:9]=2)[CH:7]=1, predict the reactants needed to synthesize it. The reactants are: [Cl:1][C:2]1[CH:3]=[CH:4][C:5]([N:15]2[CH:19]=[C:18]([Cl:20])[N:17]=[N:16]2)=[C:6]([C:8]2[N:13]=[CH:12][N:11]=[C:10]([OH:14])[CH:9]=2)[CH:7]=1.CN(C(ON1N=NC2C=CC=NC1=2)=[N+](C)C)C.F[P-](F)(F)(F)(F)F.C1CCN2C(=NCCC2)CC1.[CH3:56][C@@H:57]1[CH2:73][CH2:72][CH2:71][C@H:70](NC(=O)OCC2C=CC=CC=2)[C:69]2[CH:85]=[C:65]([CH:66]=[CH:67][N:68]=2)[C:64]2[N:63]([CH2:86][O:87][CH2:88][CH2:89][Si:90]([CH3:93])([CH3:92])[CH3:91])[N:62]=[CH:61][C:60]=2[NH:59][C:58]1=[O:94].